This data is from Forward reaction prediction with 1.9M reactions from USPTO patents (1976-2016). The task is: Predict the product of the given reaction. (1) Given the reactants [CH3:1][O:2][C:3](=[O:46])[C:4]1[CH:9]=[C:8]([O:10][C:11]2[N:15](CC3C=CC(C4C=CC=CC=4)=CC=3)[C:14]3[CH:29]=[C:30]([F:44])[C:31]([C:34]4[CH:35]=[C:36]5[C:40](=[CH:41][CH:42]=4)[N:39]([CH3:43])[CH:38]=[CH:37]5)=[C:32]([F:33])[C:13]=3[N:12]=2)[CH:7]=[CH:6][C:5]=1[CH3:45].C1CCC=CC=1, predict the reaction product. The product is: [CH3:1][O:2][C:3](=[O:46])[C:4]1[CH:9]=[C:8]([O:10][C:11]2[NH:15][C:14]3[CH:29]=[C:30]([F:44])[C:31]([C:34]4[CH:35]=[C:36]5[C:40](=[CH:41][CH:42]=4)[N:39]([CH3:43])[CH:38]=[CH:37]5)=[C:32]([F:33])[C:13]=3[N:12]=2)[CH:7]=[CH:6][C:5]=1[CH3:45]. (2) The product is: [Cl:1][C:2]1[C:7]([CH2:8][OH:9])=[C:6]([C:10]([N:12]2[CH2:13][CH2:14][CH2:15][CH2:16]2)=[O:11])[CH:5]=[C:4]([Cl:17])[N:3]=1. Given the reactants [Cl:1][C:2]1[C:7]([CH:8]=[O:9])=[C:6]([C:10]([N:12]2[CH2:16][CH2:15][CH2:14][CH2:13]2)=[O:11])[CH:5]=[C:4]([Cl:17])[N:3]=1.[BH4-].[Na+], predict the reaction product. (3) Given the reactants [CH2:1]([O:3][CH2:4][C:5]1[N:6]([CH2:18][CH2:19][OH:20])[C:7]2[C:16]3[CH:15]=[CH:14][CH:13]=[CH:12][C:11]=3[N:10]=[CH:9][C:8]=2[N:17]=1)[CH3:2].[H-].[Na+].Br[CH2:24][CH2:25][CH2:26][O:27][CH2:28][C:29]1[CH:34]=[CH:33][CH:32]=[CH:31][CH:30]=1, predict the reaction product. The product is: [CH2:28]([O:27][CH2:26][CH2:25][CH2:24][O:20][CH2:19][CH2:18][N:6]1[C:7]2[C:16]3[CH:15]=[CH:14][CH:13]=[CH:12][C:11]=3[N:10]=[CH:9][C:8]=2[N:17]=[C:5]1[CH2:4][O:3][CH2:1][CH3:2])[C:29]1[CH:34]=[CH:33][CH:32]=[CH:31][CH:30]=1. (4) Given the reactants [CH:1]([C:4]1[CH:12]=[CH:11][C:10]2[NH:9][C:8]3[CH2:13][CH2:14][N:15]([CH3:17])[CH2:16][C:7]=3[C:6]=2[CH:5]=1)([CH3:3])[CH3:2].[OH-].[K+].[CH3:20][C:21]1[N:26]=[CH:25][C:24]([CH:27]=[CH2:28])=[CH:23][N:22]=1, predict the reaction product. The product is: [CH:1]([C:4]1[CH:12]=[CH:11][C:10]2[N:9]([CH2:28][CH2:27][C:24]3[CH:23]=[N:22][C:21]([CH3:20])=[N:26][CH:25]=3)[C:8]3[CH2:13][CH2:14][N:15]([CH3:17])[CH2:16][C:7]=3[C:6]=2[CH:5]=1)([CH3:3])[CH3:2]. (5) Given the reactants C(=O)([O-])[O-].[Cs+].[Cs+].C1C=CC(P(C2C(C3C(P(C4C=CC=CC=4)C4C=CC=CC=4)=CC=C4C=3C=CC=C4)=C3C(C=CC=C3)=CC=2)C2C=CC=CC=2)=CC=1.[Cl:53][C:54]1[N:55]=[C:56](Cl)[C:57]2[CH2:62][CH2:61][CH2:60][C:58]=2[N:59]=1.[CH2:64]([O:66][C:67](=[O:75])[C:68]1[CH:73]=[CH:72][C:71]([NH2:74])=[CH:70][CH:69]=1)[CH3:65], predict the reaction product. The product is: [CH2:64]([O:66][C:67](=[O:75])[C:68]1[CH:73]=[CH:72][C:71]([NH:74][C:56]2[C:57]3[CH2:62][CH2:61][CH2:60][C:58]=3[N:59]=[C:54]([Cl:53])[N:55]=2)=[CH:70][CH:69]=1)[CH3:65]. (6) Given the reactants C([O:3][C:4](=[O:9])[CH2:5][CH:6]([CH3:8])[CH3:7])C.[Li+].CC([N-]C(C)C)C.Cl[CH2:19][O:20][CH2:21][CH2:22][Si:23]([CH3:26])([CH3:25])[CH3:24], predict the reaction product. The product is: [CH3:7][CH:6]([CH3:8])[CH:5]([CH2:19][O:20][CH2:21][CH2:22][Si:23]([CH3:26])([CH3:25])[CH3:24])[C:4]([OH:9])=[O:3]. (7) Given the reactants [CH2:1]([C:3]1[S:12][C:11]2[NH:10][C:9]3[CH:13]=[CH:14][CH:15]=[CH:16][C:8]=3[NH:7][C:6](=S)[C:5]=2[N:4]=1)[CH3:2].F[C:19]([F:26])(F)S(OC)(=O)=O.F[C:28]1[CH:29]=[C:30]([C@H:34]2[CH2:39][NH:38][CH2:37][CH2:36][NH:35]2)[CH:31]=[CH:32][CH:33]=1.[CH2:40](Cl)Cl, predict the reaction product. The product is: [CH2:1]([C:3]1[S:12][C:11]2[NH:10][C:9]3[CH:13]=[CH:14][CH:15]=[CH:16][C:8]=3[N:7]=[C:6]([N:38]3[CH2:37][CH2:36][NH:35][C@@H:34]([CH2:30][CH2:29][C:28]4[CH:33]=[CH:32][CH:31]=[C:19]([F:26])[CH:40]=4)[CH2:39]3)[C:5]=2[N:4]=1)[CH3:2]. (8) Given the reactants [CH2:1]([O:3][C:4](=[O:18])[CH2:5][CH2:6][CH2:7][C:8]1[CH:17]=[CH:16][C:11]([C:12]([O:14][CH3:15])=[O:13])=[CH:10][N:9]=1)[CH3:2], predict the reaction product. The product is: [CH2:1]([O:3][C:4](=[O:18])[CH2:5][CH2:6][CH2:7][CH:8]1[NH:9][CH2:10][CH:11]([C:12]([O:14][CH3:15])=[O:13])[CH2:16][CH2:17]1)[CH3:2]. (9) Given the reactants [CH3:1][O:2][C:3]1[CH:4]=[C:5]([CH:10]=[CH:11][C:12]=1[C:13]1[O:17][C:16]([CH3:18])=[N:15][CH:14]=1)[C:6]([NH:8][NH2:9])=[O:7].[F:19][C:20]1[CH:21]=[C:22]([CH2:27][C:28](O)=[O:29])[CH:23]=[CH:24][C:25]=1[F:26].CN(C(ON1N=NC2C=CC=NC1=2)=[N+](C)C)C.F[P-](F)(F)(F)(F)F.C(N(CC)CC)C, predict the reaction product. The product is: [F:19][C:20]1[CH:21]=[C:22]([CH2:27][C:28]([NH:9][NH:8][C:6](=[O:7])[C:5]2[CH:10]=[CH:11][C:12]([C:13]3[O:17][C:16]([CH3:18])=[N:15][CH:14]=3)=[C:3]([O:2][CH3:1])[CH:4]=2)=[O:29])[CH:23]=[CH:24][C:25]=1[F:26].